From a dataset of Peptide-MHC class I binding affinity with 185,985 pairs from IEDB/IMGT. Regression. Given a peptide amino acid sequence and an MHC pseudo amino acid sequence, predict their binding affinity value. This is MHC class I binding data. (1) The peptide sequence is RRRGACVVY. The MHC is HLA-A24:03 with pseudo-sequence HLA-A24:03. The binding affinity (normalized) is 0.213. (2) The peptide sequence is GTFHTMWHV. The MHC is HLA-A68:02 with pseudo-sequence HLA-A68:02. The binding affinity (normalized) is 0.768.